The task is: Binary Classification. Given a miRNA mature sequence and a target amino acid sequence, predict their likelihood of interaction.. This data is from Experimentally validated miRNA-target interactions with 360,000+ pairs, plus equal number of negative samples. (1) The miRNA is mmu-miR-191-5p with sequence CAACGGAAUCCCAAAAGCAGCUG. The protein sequence of the target gene is MSANAAWDDSDSENENVVVEEKPVILPRARQPSIAKSLEKVQILENSVAGSEKNASDDDSDASSVMSDDLESLGETTEVLNFSLEQLSMMKKNLAQFPCSYKNIISEFADVEIFLISIDSLIVECAAHSYHNWDVAGQSMVLNKQIDRFLQQFVDIGGRFKLVVFSDLTTQFAKDTTLSFARSTALAHLANGPHARDLLFFTNPTDPEWDKLLNDLTPSFLMISTDNVTQNVCASQEIDLTKQFETIAFDVLTRSMSVVLLHSIKVNFVSVEAYYIQPLLVVAPDWQAFLAAHWDNNGTL.... Result: 0 (no interaction). (2) The protein sequence of the target gene is MSSFSYEPYYSTSYKRRYVETPRVHISSVRSGYSTARSAYSSYSAPVSSSLSVRRSYSSSSGSLMPSLENLDLSQVAAISNDLKSIRTQEKAQLQDLNDRFASFIERVHELEQQNKVLEAELLVLRQKHSEPSRFRALYEQEIRDLRLAAEDATNEKQALQGEREGLEETLRNLQARYEEEVLSREDAEGRLMEARKGADEAALARAELEKRIDSLMDEISFLKKVHEEEIAELQAQIQYAQISVEMDVTKPDLSAALKDIRAQYEKLAAKNMQNAEEWFKSRFTVLTESAAKNTDAVRA.... The miRNA is mmu-miR-744-5p with sequence UGCGGGGCUAGGGCUAACAGCA. Result: 0 (no interaction). (3) The miRNA is hsa-miR-7113-3p with sequence CCUCCCUGCCCGCCUCUCUGCAG. The protein sequence of the target gene is MARPPVPGSVVVPNWHESAEGKEYLACILRKNRRRVFGLLERPVLLPPVSIDTASYKIFVSGKSGVGKTALVAKLAGLEVPVVHHETTGIQTTVVFWPAKLQASSRVVMFRFEFWDCGESALKKFDHMLLACMENTDAFLFLFSFTDRASFEDLPGQLARIAGEAPGVVRMVIGSKFDQYMHTDVPERDLTAFRQAWELPLLRVKSVPGRRLADGRTLDGRAGLADVAHILNGLAEQLWHQDQVAAGLLPNPPESAPE. Result: 1 (interaction). (4) The miRNA is hsa-miR-335-5p with sequence UCAAGAGCAAUAACGAAAAAUGU. The protein sequence of the target gene is MMGLSLASAVLLASLLSLHLGTATRGSDISKTCCFQYSHKPLPWTWVRSYEFTSNSCSQRAVIFTTKRGKKVCTHPRKKWVQKYISLLKTPKQL. Result: 1 (interaction). (5) The miRNA is rno-miR-27a-3p with sequence UUCACAGUGGCUAAGUUCCGC. The protein sequence of the target gene is MPYSVGFREADAATSFLRAARSGNLDKALDHLRNGVDINTCNQNGLNGLHLASKEGHVKMVVELLHKEIILETTTKKGNTALHIAALAGQDEVVRELVNYGANVNAQSQKGFTPLYMAAQENHLEVVKFLLENGANQNVATEDGFTPLAVALQQGHENVVAHLINYGTKGKVRLPALHIAARNDDTRTAAVLLQNDPNPDVLSKTGFTPLHIAAHYENLNVAQLLLNRGASVNFTPQNGITPLHIASRRGNVIMVRLLLDRGAQIETKTKDELTPLHCAARNGHVRISEILLDHGAPIQA.... Result: 0 (no interaction). (6) The miRNA is hsa-miR-6852-5p with sequence CCCUGGGGUUCUGAGGACAUG. The protein sequence of the target gene is MARHRNVRGYNYDEDFEDDDLYGQSVEDDYCISPSTAAQFIYSRRDKPSVEPVEEYDYEDLKESSNSVSNHQLSGFDQARLYSCLDHMREVLGDAVPDEILIEAVLKNKFDVQKALSGVLEQDRVQSLKDKNEATVSTGKIAKGKPVDSQTSRSESEIVPKVAKMTVSGKKQTMGFEVPGVSSEENGHSFHTPQKGPPIEDAIASSDVLETASKSANPPHTIQASEEQSSTPAPVKKSGKLRQQIDVKAELEKRQGGKQLLNLVVIGHVDAGKSTLMGHMLYLLGNINKRTMHKYEQESK.... Result: 0 (no interaction). (7) The miRNA is hsa-miR-3940-3p with sequence CAGCCCGGAUCCCAGCCCACUU. The protein sequence of the target gene is MVNLAAMVWRRLLRKRWVLALVFGLSLVYFLSSTFKQEERAVRDRNLLQVHDHNQPIPWKVQFNLGNSSRPSNQCRNSIQGKHLITDELGYVCERKDLLVNGCCNVNVPSTKQYCCDGCWPNGCCSAYEYCVSCCLQPNKQLLLERFLNRAAVAFQNLFMAVEDHFELCLAKCRTSSQSVQHENTYRDPIAKYCYGESPPELFPA. Result: 1 (interaction). (8) The miRNA is hsa-miR-3130-5p with sequence UACCCAGUCUCCGGUGCAGCC. The protein sequence of the target gene is MDFSRPSFSPWRWLTLVASLLTCGICQASGQIFISPDSLLGVEKYRTILTLENVPEDVLEYSWYRGKDNSTENMIFSYKPPNTRHPGPSYSGRENVTRAGSLVVRMSAVNDTGYYTVEVDTSNETQRATGWLQIVKLRSNPGISANTSALVEGMDSVVAKCLTNSSNISWYVNFVPTSGSNRMTISPDGKTLIIHRVSRYDHTLQCAIEDVPEILQKSELIQLTVAYGPDYVSLWTQPYFFAGVLTADIGSSVQLECNCFSKPEPRYHWIHNGSFLSIPENNMTLPSLSWEQMGSYRCVV.... Result: 0 (no interaction). (9) The miRNA is mmu-miR-1951 with sequence GUAGUGGAGACUGGUGUGGCUA. The protein sequence of the target gene is MAAVLGALGATRRLLAALRGQSLGLAAMSSGTHRLTAEERNQAILDLKAAGWSELSERDAIYKEFSFHNFNQAFGFMSRVALQAEKMNHHPEWFNVYNKVQITLTSHDCGELTKKDVKLAKFIEKAAASV. Result: 0 (no interaction). (10) The miRNA is hsa-miR-520a-5p with sequence CUCCAGAGGGAAGUACUUUCU. The protein sequence of the target gene is MAASPHTLSSRLLTGCVGGSVWYLERRTIQDSPHKFLHLLRNVNKQWITFQHFSFLKRMYVTQLNRSHNQQVRPKPEPVASPFLEKTSSGQAKAEIYEMRPLSPPSLSLSRKPNEKELIELEPDSVIEDSIDVGKETKEEKRWKEMKLQVYDLPGILARLSKIKLTALVVSTTAAGFALAPGPFDWPCFLLTSVGTGLASCAANSINQFFEVPFDSNMNRTKNRPLVRGQISPLLAVSFATCCAVPGVAILTLGVNPLTGALGLFNIFLYTCCYTPLKRISIANTWVGAVVGAIPPVMGW.... Result: 1 (interaction).